The task is: Predict the reactants needed to synthesize the given product.. This data is from Full USPTO retrosynthesis dataset with 1.9M reactions from patents (1976-2016). (1) Given the product [OH:1][CH2:2][C:3]([CH3:8])([CH3:7])[C:4]([O:6][CH2:16][C:15]1[CH:18]=[CH:19][C:12]([O:11][CH3:10])=[CH:13][CH:14]=1)=[O:5], predict the reactants needed to synthesize it. The reactants are: [OH:1][CH2:2][C:3]([CH3:8])([CH3:7])[C:4]([O-:6])=[O:5].[Na+].[CH3:10][O:11][C:12]1[CH:19]=[CH:18][C:15]([CH2:16]Cl)=[CH:14][CH:13]=1. (2) The reactants are: [CH:1]1([C:4]2[N:8]=[C:7]([C:9]3[C:10]4[CH2:19][CH2:18][CH2:17][C:11]=4[S:12][C:13]=3[N:14]=[C:15]=[O:16])[O:6][N:5]=2)[CH2:3][CH2:2]1.[NH:20]1[CH2:27][CH2:26][CH2:25][C@@H:21]1[C:22]([OH:24])=[O:23]. Given the product [CH:1]1([C:4]2[N:8]=[C:7]([C:9]3[C:10]4[CH2:19][CH2:18][CH2:17][C:11]=4[S:12][C:13]=3[NH:14][C:15]([N:20]3[CH2:27][CH2:26][CH2:25][C@@H:21]3[C:22]([OH:24])=[O:23])=[O:16])[O:6][N:5]=2)[CH2:2][CH2:3]1, predict the reactants needed to synthesize it. (3) Given the product [CH2:30]([N:37]1[C:41](=[O:42])[C:40](=[C:43]2[N:47]([CH3:48])[C:46]3[CH:49]=[C:50]([O:53][CH2:54][CH2:55][Cl:56])[CH:51]=[CH:52][C:45]=3[S:44]2)[S:39][C:38]1=[N:16][C:5]1[CH:6]=[C:7]([NH:8][C:9](=[O:13])[CH2:10][O:11][CH3:12])[CH:14]=[CH:15][C:4]=1[NH:3][CH2:1][CH3:2])[C:31]1[CH:36]=[CH:35][CH:34]=[CH:33][CH:32]=1, predict the reactants needed to synthesize it. The reactants are: [CH2:1]([NH:3][C:4]1[CH:15]=[CH:14][C:7]([NH:8][C:9](=[O:13])[CH2:10][O:11][CH3:12])=[CH:6][C:5]=1[N+:16]([O-])=O)[CH3:2].C1(C)C=CC(S([O-])(=O)=O)=CC=1.[CH2:30]([N:37]1[C:41](=[O:42])[C:40](=[C:43]2[N:47]([CH3:48])[C:46]3[CH:49]=[C:50]([O:53][CH2:54][CH2:55][Cl:56])[CH:51]=[CH:52][C:45]=3[S:44]2)[S:39][CH2+:38]1SC)[C:31]1[CH:36]=[CH:35][CH:34]=[CH:33][CH:32]=1. (4) Given the product [O:15]=[C:11]1[N:10]([C@@H:7]2[CH2:8][CH2:9][O:5][CH2:6]2)[CH2:14][CH2:13][N:12]1[C:1]([Cl:4])=[O:2], predict the reactants needed to synthesize it. The reactants are: [C:1]([Cl:4])(Cl)=[O:2].[O:5]1[CH2:9][CH2:8][C@@H:7]([N:10]2[CH2:14][CH2:13][NH:12][C:11]2=[O:15])[CH2:6]1.N1C=CC=CC=1. (5) Given the product [F:1][C:2]1[CH:3]=[CH:4][C:5]([N:8]2[C:16]3[C:11](=[CH:12][C:13]([O:17][C@H:18]([C:22]4[CH:27]=[CH:26][CH:25]=[C:24]([O:28][CH3:29])[CH:23]=4)[C@@H:19]([NH:21][C:33](=[O:34])[CH2:32][O:31][CH3:30])[CH3:20])=[CH:14][CH:15]=3)[CH:10]=[N:9]2)=[CH:6][CH:7]=1, predict the reactants needed to synthesize it. The reactants are: [F:1][C:2]1[CH:7]=[CH:6][C:5]([N:8]2[C:16]3[C:11](=[CH:12][C:13]([O:17][C@H:18]([C:22]4[CH:27]=[CH:26][CH:25]=[C:24]([O:28][CH3:29])[CH:23]=4)[C@@H:19]([NH2:21])[CH3:20])=[CH:14][CH:15]=3)[CH:10]=[N:9]2)=[CH:4][CH:3]=1.[CH3:30][O:31][CH2:32][C:33](Cl)=[O:34]. (6) Given the product [CH2:19]([NH:24][C:2]1[C:11]2[C:6](=[CH:7][CH:8]=[C:9]([C:12]3[CH:17]=[CH:16][C:15]([F:18])=[CH:14][CH:13]=3)[CH:10]=2)[N:5]=[CH:4][N:3]=1)[CH2:20][CH:21]([CH3:23])[CH3:22], predict the reactants needed to synthesize it. The reactants are: Cl[C:2]1[C:11]2[C:6](=[CH:7][CH:8]=[C:9]([C:12]3[CH:17]=[CH:16][C:15]([F:18])=[CH:14][CH:13]=3)[CH:10]=2)[N:5]=[CH:4][N:3]=1.[CH2:19]([NH2:24])[CH2:20][CH:21]([CH3:23])[CH3:22]. (7) Given the product [CH2:1]([O:5][C:6]([N:7]1[C:19](=[O:20])[CH2:14][C:12](=[O:13])[CH:8]1[CH:9]([CH3:10])[CH3:11])=[O:24])[CH2:4][CH2:25][CH3:26], predict the reactants needed to synthesize it. The reactants are: [C:1]([O:5][C:6](=[O:24])[NH:7][C@@H:8]([C:12]([CH:14]1[C:19](=[O:20])OC(C)(C)OC1=O)=[O:13])[CH:9]([CH3:11])[CH3:10])([CH3:4])(C)C.[C:25](OCC)(=O)[CH3:26].CCCCCC.C(OCC)(=O)C. (8) The reactants are: [Cl:1][C:2]1[CH:3]=[C:4]([CH:15]=[CH:16][CH:17]=1)[O:5][C:6]1[CH:7]=[C:8]2[C:12](=[CH:13][CH:14]=1)[NH:11][N:10]=[CH:9]2.[OH-].[K+].[I:20]I. Given the product [Cl:1][C:2]1[CH:3]=[C:4]([CH:15]=[CH:16][CH:17]=1)[O:5][C:6]1[CH:7]=[C:8]2[C:12](=[CH:13][CH:14]=1)[NH:11][N:10]=[C:9]2[I:20], predict the reactants needed to synthesize it. (9) The reactants are: [Cl:1][C:2]1[CH:7]=[C:6]([C:8]#[C:9][Si](C)(C)C)[CH:5]=[CH:4][N:3]=1.CCCC[N+](CCCC)(CCCC)CCCC.[F-].[NH4+].[Cl-]. Given the product [Cl:1][C:2]1[CH:7]=[C:6]([C:8]#[CH:9])[CH:5]=[CH:4][N:3]=1, predict the reactants needed to synthesize it.